From a dataset of Full USPTO retrosynthesis dataset with 1.9M reactions from patents (1976-2016). Predict the reactants needed to synthesize the given product. (1) Given the product [Br:1][C:2]1[CH:3]=[C:4]2[C:9](=[CH:10][CH:11]=1)[NH:8][C:7](=[O:12])[CH:6]=[C:5]2[CH2:13][CH2:14][CH2:15][O:16][Si:22]([C:35]([CH3:38])([CH3:37])[CH3:36])([C:29]1[CH:30]=[CH:31][CH:32]=[CH:33][CH:34]=1)[C:23]1[CH:28]=[CH:27][CH:26]=[CH:25][CH:24]=1, predict the reactants needed to synthesize it. The reactants are: [Br:1][C:2]1[CH:3]=[C:4]2[C:9](=[CH:10][CH:11]=1)[NH:8][C:7](=[O:12])[CH:6]=[C:5]2[CH2:13][CH2:14][CH2:15][OH:16].N1C=CN=C1.[Si:22](Cl)([C:35]([CH3:38])([CH3:37])[CH3:36])([C:29]1[CH:34]=[CH:33][CH:32]=[CH:31][CH:30]=1)[C:23]1[CH:28]=[CH:27][CH:26]=[CH:25][CH:24]=1.O. (2) Given the product [Cl:1][C:2]1[CH:3]=[CH:4][C:5]([N:8]2[CH2:14][CH2:13][C:12]3=[N:16][N:17]=[C:18]([CH3:19])[N:11]3[C:10]3[CH:20]=[CH:21][CH:22]=[CH:23][C:9]2=3)=[CH:6][CH:7]=1, predict the reactants needed to synthesize it. The reactants are: [Cl:1][C:2]1[CH:7]=[CH:6][C:5]([N:8]2[C:14](=O)[CH2:13][C:12]3=[N:16][N:17]=[C:18]([CH3:19])[N:11]3[C:10]3[CH:20]=[CH:21][CH:22]=[CH:23][C:9]2=3)=[CH:4][CH:3]=1. (3) Given the product [OH:37][C:26]1[C:25](=[O:24])[N:14]([C:15]2[N:16]=[N:17][C:18]([CH3:21])=[CH:19][CH:20]=2)[CH:8]([C:7]2[CH:10]=[CH:11][C:4]([O:3][C:2]([F:13])([F:12])[F:1])=[CH:5][CH:6]=2)[C:27]=1[C:28]([C:30]1[CH:31]=[N:32][C:33]([CH3:36])=[CH:34][CH:35]=1)=[O:29], predict the reactants needed to synthesize it. The reactants are: [F:1][C:2]([F:13])([F:12])[O:3][C:4]1[CH:11]=[CH:10][C:7]([CH:8]=O)=[CH:6][CH:5]=1.[NH2:14][C:15]1[N:16]=[N:17][C:18]([CH3:21])=[CH:19][CH:20]=1.C([O:24][C:25](=O)[C:26]([OH:37])=[CH:27][C:28]([C:30]1[CH:31]=[N:32][C:33]([CH3:36])=[CH:34][CH:35]=1)=[O:29])C. (4) Given the product [CH3:19][O:20][C:13]1[CH:12]=[CH:11][C:10]([O:9][CH2:2][C:3]([OH:5])=[O:4])=[CH:15][CH:14]=1, predict the reactants needed to synthesize it. The reactants are: C[C:2]([O:9][C:10]1[CH:15]=[CH:14][CH:13]=[CH:12][CH:11]=1)(C)[C:3]([O:5]CC)=[O:4].[OH-].[Na+].C[CH2:19][OH:20]. (5) Given the product [CH3:12][S:13]([N:16]1[CH2:33][CH2:32][CH2:31][N:19]2[C:20]3[C:29]4[C:24](=[CH:25][CH:26]=[CH:27][CH:28]=4)[N+:23]([O-:9])=[CH:22][C:21]=3[N:30]=[C:18]2[CH2:17]1)(=[O:15])=[O:14], predict the reactants needed to synthesize it. The reactants are: C1C=C(Cl)C=C(C(OO)=[O:9])C=1.[CH3:12][S:13]([N:16]1[CH2:33][CH2:32][CH2:31][N:19]2[C:20]3[C:29]4[C:24](=[CH:25][CH:26]=[CH:27][CH:28]=4)[N:23]=[CH:22][C:21]=3[N:30]=[C:18]2[CH2:17]1)(=[O:15])=[O:14].[OH-].[NH4+].C1(C)C=CC(S(Cl)(=O)=O)=CC=1. (6) The reactants are: [F:1][C:2]1[CH:3]=[C:4]([C:10](=O)[C:11]([OH:13])=[O:12])[CH:5]=[CH:6][C:7]=1[S:8][CH3:9].O.NN.[OH-].[K+].C(OCC)(=O)C.CCCCCC. Given the product [F:1][C:2]1[CH:3]=[C:4]([CH2:10][C:11]([OH:13])=[O:12])[CH:5]=[CH:6][C:7]=1[S:8][CH3:9], predict the reactants needed to synthesize it. (7) Given the product [Br:1][C:2]1[CH:7]=[C:6]([CH3:8])[C:5]([B:16]([OH:19])[OH:17])=[C:4]([CH3:10])[CH:3]=1, predict the reactants needed to synthesize it. The reactants are: [Br:1][C:2]1[CH:7]=[C:6]([CH3:8])[C:5](I)=[C:4]([CH3:10])[CH:3]=1.C([Li])CCC.[B:16](OC)([O:19]C)[O:17]C.Cl. (8) Given the product [CH3:25][N:26]([CH3:31])[S:27]([N:15]1[CH2:16][CH2:17][C:18]([CH3:19])=[C:13]([C:10]2[N:11]=[CH:12][C:7]([NH:6][C:4](=[O:5])[C:3]3[C:2]([F:1])=[CH:23][CH:22]=[CH:21][C:20]=3[F:24])=[N:8][CH:9]=2)[CH2:14]1)(=[O:29])=[O:28], predict the reactants needed to synthesize it. The reactants are: [F:1][C:2]1[CH:23]=[CH:22][CH:21]=[C:20]([F:24])[C:3]=1[C:4]([NH:6][C:7]1[CH:12]=[N:11][C:10]([C:13]2[CH2:14][NH:15][CH2:16][CH2:17][C:18]=2[CH3:19])=[CH:9][N:8]=1)=[O:5].[CH3:25][N:26]([CH3:31])[S:27](Cl)(=[O:29])=[O:28].C(N(CC)CC)C.